From a dataset of Reaction yield outcomes from USPTO patents with 853,638 reactions. Predict the reaction yield, written as a fraction of the theoretical maximum amount of product (1.0 means a 100% yield; for example, 0.34 means a 34% yield). (1) The reactants are [CH3:1][N:2]1[C:6]([CH3:7])=[N:5][N:4]=[C:3]1[CH2:8][OH:9]. The catalyst is O1CCCC1.[O-2].[Mn+4].[O-2]. The product is [CH3:1][N:2]1[C:6]([CH3:7])=[N:5][N:4]=[C:3]1[CH:8]=[O:9]. The yield is 0.660. (2) The reactants are [C:1]([NH2:4])(=[O:3])[CH3:2].[C:5]([OH:9])(=[O:8])[CH:6]=[O:7]. The catalyst is CC(C)=O. The product is [C:1]([NH:4][CH:6]([OH:7])[C:5]([OH:9])=[O:8])(=[O:3])[CH3:2]. The yield is 1.00. (3) The reactants are C([O:3][C:4](=[O:30])[C:5]([CH3:29])([CH3:28])[CH2:6][CH2:7][CH2:8][CH2:9][CH2:10][CH:11]([C:21]1[CH:26]=[CH:25][CH:24]=[CH:23][C:22]=1[Cl:27])[N:12]1[CH2:17][CH2:16][C:15]2[NH:18][CH:19]=[CH:20][C:14]=2[CH2:13]1)C.C(O)C.[OH-].[Na+]. The catalyst is O. The yield is 0.598. The product is [Cl:27][C:22]1[CH:23]=[CH:24][CH:25]=[CH:26][C:21]=1[CH:11]([N:12]1[CH2:17][CH2:16][C:15]2[NH:18][CH:19]=[CH:20][C:14]=2[CH2:13]1)[CH2:10][CH2:9][CH2:8][CH2:7][CH2:6][C:5]([CH3:29])([CH3:28])[C:4]([OH:30])=[O:3]. (4) The reactants are Br[C:2]1[C:6]2[CH:7]=[C:8]([C:11]([O:13][CH3:14])=[O:12])[CH:9]=[CH:10][C:5]=2[S:4][CH:3]=1.[CH3:15][S:16][C:17]1[CH:22]=[CH:21][C:20](B(O)O)=[CH:19][CH:18]=1. No catalyst specified. The product is [CH3:15][S:16][C:17]1[CH:22]=[CH:21][C:20]([C:2]2[C:6]3[CH:7]=[C:8]([C:11]([O:13][CH3:14])=[O:12])[CH:9]=[CH:10][C:5]=3[S:4][CH:3]=2)=[CH:19][CH:18]=1. The yield is 0.760. (5) The reactants are [Cl:1][C:2]1[CH:3]=[C:4]2[C:9](=[CH:10][CH:11]=1)[N+:8]([O-])=[CH:7][C:6]([N+:13]([O-:15])=[O:14])=[C:5]2[C:16]([F:19])([F:18])[F:17].P(Br)(Br)([Br:22])=O. No catalyst specified. The product is [Br:22][C:7]1[C:6]([N+:13]([O-:15])=[O:14])=[C:5]([C:16]([F:19])([F:18])[F:17])[C:4]2[C:9](=[CH:10][CH:11]=[C:2]([Cl:1])[CH:3]=2)[N:8]=1. The yield is 0.960. (6) The reactants are [N+:1]([C:4]1[CH:5]=[N:6][CH:7]=[CH:8][C:9]=1[C:10]1[CH2:15][C@H:14]([C:16]([F:19])([F:18])[F:17])[CH2:13][C@H:12](O)[CH:11]=1)([O-:3])=[O:2].CS(Cl)(=O)=O.[N-:26]=[N+:27]=[N-:28].[Na+]. The catalyst is C(Cl)Cl.C(OCC)(=O)C.CCCCCCC. The product is [N:26]([C@H:12]1[CH2:13][C@@H:14]([C:16]([F:19])([F:18])[F:17])[CH2:15][C:10]([C:9]2[CH:8]=[CH:7][N:6]=[CH:5][C:4]=2[N+:1]([O-:3])=[O:2])=[CH:11]1)=[N+:27]=[N-:28]. The yield is 0.580. (7) The reactants are CC1(C)C(C)(C)OB([C:9]2[CH:14]=[CH:13][C:12]([C:15]([F:18])([F:17])[F:16])=[CH:11][CH:10]=2)O1.Br[C:21]1[CH:22]=[C:23]([CH:26]=[CH:27][C:28]=1[O:29][CH3:30])[C:24]#[N:25].C(=O)([O-])[O-].[K+].[K+].O. The catalyst is CN(C=O)C.C1C=CC([P]([Pd]([P](C2C=CC=CC=2)(C2C=CC=CC=2)C2C=CC=CC=2)([P](C2C=CC=CC=2)(C2C=CC=CC=2)C2C=CC=CC=2)[P](C2C=CC=CC=2)(C2C=CC=CC=2)C2C=CC=CC=2)(C2C=CC=CC=2)C2C=CC=CC=2)=CC=1. The product is [CH3:30][O:29][C:28]1[C:27]([C:9]2[CH:10]=[CH:11][C:12]([C:15]([F:16])([F:17])[F:18])=[CH:13][CH:14]=2)=[CH:26][C:23]([C:24]#[N:25])=[CH:22][CH:21]=1. The yield is 0.790.